Dataset: Catalyst prediction with 721,799 reactions and 888 catalyst types from USPTO. Task: Predict which catalyst facilitates the given reaction. (1) Reactant: C([O:8][C:9]1[C:14]([C:15]2[CH:20]=[C:19]([C:21]([CH3:24])([CH3:23])[CH3:22])[C:18]([O:25][CH3:26])=[CH:17][C:16]=2[CH2:27][C:28]([NH:30][CH3:31])=[O:29])=[CH:13][CH:12]=[CH:11][N:10]=1)C1C=CC=CC=1. Product: [C:21]([C:19]1[C:18]([O:25][CH3:26])=[CH:17][C:16]([CH2:27][C:28]([NH:30][CH3:31])=[O:29])=[C:15]([C:14]2[C:9](=[O:8])[NH:10][CH:11]=[CH:12][CH:13]=2)[CH:20]=1)([CH3:24])([CH3:22])[CH3:23]. The catalyst class is: 19. (2) Reactant: [F:1][C:2]1([F:14])[O:6][C:5]2[CH:7]=[CH:8][C:9]([C:11](=[O:13])[CH3:12])=[CH:10][C:4]=2[O:3]1.[CH:15]1([Mg]Br)[CH2:17][CH2:16]1.C1(C(C2C=CC(Cl)=CC=2)(O)C)CC1. Product: [CH:15]1([C:11]([C:9]2[CH:8]=[CH:7][C:5]3[O:6][C:2]([F:1])([F:14])[O:3][C:4]=3[CH:10]=2)([OH:13])[CH3:12])[CH2:17][CH2:16]1. The catalyst class is: 7. (3) Reactant: [NH2:1][C:2]1[N:7]=[CH:6][C:5]([C:8]2[CH:13]=[CH:12][C:11]([C:14]3[N:15]([C:32]4[CH:37]=[CH:36][C:35]([Cl:38])=[CH:34][CH:33]=4)[C:16](=[O:31])[C:17]4[N:18]=[CH:19][N:20]([C:23]5[CH:24]=[C:25]([CH:28]=[CH:29][CH:30]=5)[C:26]#[N:27])[C:21]=4[N:22]=3)=[CH:10][CH:9]=2)=[CH:4][CH:3]=1.Cl.C(=O)([O-])[O-].[NH4+:44].[NH4+]. Product: [NH2:1][C:2]1[N:7]=[CH:6][C:5]([C:8]2[CH:9]=[CH:10][C:11]([C:14]3[N:15]([C:32]4[CH:33]=[CH:34][C:35]([Cl:38])=[CH:36][CH:37]=4)[C:16](=[O:31])[C:17]4[N:18]=[CH:19][N:20]([C:23]5[CH:24]=[C:25]([CH:28]=[CH:29][CH:30]=5)[C:26]([NH2:44])=[NH:27])[C:21]=4[N:22]=3)=[CH:12][CH:13]=2)=[CH:4][CH:3]=1. The catalyst class is: 5. (4) Reactant: [CH:1](=[O:10])/[CH:2]=[CH:3]/[CH:4]=[CH:5]/[CH2:6][CH2:7][CH2:8]C.[CH2:11]([Mg]Br)[CH:12]=[CH2:13].[NH4+].[Cl-]. Product: [CH2:11]=[CH:12][CH2:13][CH:1]([OH:10])/[CH:2]=[CH:3]/[CH:4]=[CH:5]/[CH2:6][CH2:7][CH3:8]. The catalyst class is: 27.